This data is from Forward reaction prediction with 1.9M reactions from USPTO patents (1976-2016). The task is: Predict the product of the given reaction. (1) Given the reactants [CH2:1]([CH:3]1[CH2:7][CH:6]([O:8][CH:9]2[CH2:14][CH2:13][O:12][CH2:11][CH2:10]2)[CH2:5][CH:4]1[C:15]1[N:19]2[C:20]3[CH:26]=[CH:25][N:24](S(C4C=CC(C)=CC=4)(=O)=O)[C:21]=3[N:22]=[CH:23][C:18]2=[N:17][N:16]=1)[CH3:2].[OH-].[Na+].Cl, predict the reaction product. The product is: [CH2:1]([C@@H:3]1[CH2:7][C@H:6]([O:8][CH:9]2[CH2:14][CH2:13][O:12][CH2:11][CH2:10]2)[CH2:5][C@@H:4]1[C:15]1[N:19]2[C:20]3[CH:26]=[CH:25][NH:24][C:21]=3[N:22]=[CH:23][C:18]2=[N:17][N:16]=1)[CH3:2]. (2) Given the reactants [CH3:1][NH:2][CH:3]([C:5]1[CH:19]=[CH:18][C:8]2[N:9]([CH:12]3[CH2:17][CH2:16][CH2:15][CH2:14][O:13]3)[CH:10]=[N:11][C:7]=2[CH:6]=1)[CH3:4].Cl[C:21]1[N:26]=[C:25]([NH:27][C:28]2[NH:32][N:31]=[C:30]([CH:33]3[CH2:35][CH2:34]3)[CH:29]=2)[CH:24]=[CH:23][N:22]=1.CCN(C(C)C)C(C)C, predict the reaction product. The product is: [CH:33]1([C:30]2[NH:31][N:32]=[C:28]([NH:27][C:25]3[CH:24]=[CH:23][N:22]=[C:21]([N:2]([CH3:1])[CH:3]([C:5]4[CH:19]=[CH:18][C:8]5[N:9]([CH:12]6[CH2:17][CH2:16][CH2:15][CH2:14][O:13]6)[CH:10]=[N:11][C:7]=5[CH:6]=4)[CH3:4])[N:26]=3)[CH:29]=2)[CH2:35][CH2:34]1. (3) The product is: [CH3:19][O:20][C:21](=[O:49])[C@H:22]([CH2:34][C:35]1[CH:36]=[CH:37][C:38]([C:9]2[C:10]([O:12][CH3:13])=[CH:11][C:6]([CH:2]3[O:3][CH2:4][CH2:5][O:1]3)=[CH:7][C:8]=2[O:17][CH3:18])=[CH:39][CH:40]=1)[NH:23][C:24](=[O:33])[C:25]1[C:26]([Cl:32])=[CH:27][CH:28]=[CH:29][C:30]=1[Cl:31]. Given the reactants [O:1]1[CH2:5][CH2:4][O:3][CH:2]1[C:6]1[CH:11]=[C:10]([O:12][CH3:13])[C:9](B(O)O)=[C:8]([O:17][CH3:18])[CH:7]=1.[CH3:19][O:20][C:21](=[O:49])[C@H:22]([CH2:34][C:35]1[CH:40]=[CH:39][C:38](OS(C(F)(F)F)(=O)=O)=[CH:37][CH:36]=1)[NH:23][C:24](=[O:33])[C:25]1[C:30]([Cl:31])=[CH:29][CH:28]=[CH:27][C:26]=1[Cl:32], predict the reaction product. (4) Given the reactants [F:1][C:2]1[CH:3]=[C:4]([C@@H:9]([CH3:11])O)[CH:5]=[C:6]([F:8])[CH:7]=1.CS(Cl)(=O)=O.S([O-])(=O)(=O)C.[CH3:22][C@@H:23]1[CH2:28][NH:27][CH2:26][CH2:25][NH:24]1, predict the reaction product. The product is: [F:1][C:2]1[CH:3]=[C:4]([C@@H:9]([N:27]2[CH2:26][CH2:25][NH:24][C@H:23]([CH3:22])[CH2:28]2)[CH3:11])[CH:5]=[C:6]([F:8])[CH:7]=1. (5) Given the reactants [C:1]([C:3]1[CH:8]=[CH:7][C:6]([N:9]([CH2:14][C:15]([F:18])([F:17])[F:16])[CH2:10][C:11]([OH:13])=O)=[CH:5][C:4]=1[C:19]([F:22])([F:21])[F:20])#[N:2].[NH2:23][C:24]1[CH:29]=[CH:28][CH:27]=[CH:26][CH:25]=1, predict the reaction product. The product is: [C:1]([C:3]1[CH:8]=[CH:7][C:6]([N:9]([CH2:14][C:15]([F:16])([F:18])[F:17])[CH2:10][C:11]([NH:23][C:24]2[CH:29]=[CH:28][CH:27]=[CH:26][CH:25]=2)=[O:13])=[CH:5][C:4]=1[C:19]([F:20])([F:21])[F:22])#[N:2].